From a dataset of Full USPTO retrosynthesis dataset with 1.9M reactions from patents (1976-2016). Predict the reactants needed to synthesize the given product. (1) Given the product [C:52]([O:51][C:49](=[O:50])[C@@H:48]([NH:56][C:57](=[O:76])[NH:58][C@@H:59]([CH2:67][CH2:68][C:69]([O:71][C:72]([CH3:75])([CH3:74])[CH3:73])=[O:70])[C:60]([O:62][C:63]([CH3:64])([CH3:65])[CH3:66])=[O:61])[CH2:47][CH2:46][CH2:45][CH2:44][N:41]1[CH:78]=[C:27]([CH2:26][O:25][CH2:24][CH2:23][O:22][CH2:21][CH2:20][O:19][CH2:18][CH2:17][O:16][CH2:15][CH2:14][NH:13][C:5]2[CH:6]=[CH:7][C:8]([N+:10]([O-:12])=[O:11])=[CH:9][C:4]=2[N+:1]([O-:3])=[O:2])[N:43]=[N:42]1)([CH3:55])([CH3:54])[CH3:53], predict the reactants needed to synthesize it. The reactants are: [N+:1]([C:4]1[CH:9]=[C:8]([N+:10]([O-:12])=[O:11])[CH:7]=[CH:6][C:5]=1[NH:13][CH2:14][CH2:15][O:16][CH2:17][CH2:18][O:19][CH2:20][CH2:21][O:22][CH2:23][CH2:24][O:25][CH2:26][CH2:27]OCCOCCOCCOCC#C)([O-:3])=[O:2].[N:41]([CH2:44][CH2:45][CH2:46][CH2:47][C@H:48]([NH:56][C:57](=[O:76])[NH:58][C@@H:59]([CH2:67][CH2:68][C:69]([O:71][C:72]([CH3:75])([CH3:74])[CH3:73])=[O:70])[C:60]([O:62][C:63]([CH3:66])([CH3:65])[CH3:64])=[O:61])[C:49]([O:51][C:52]([CH3:55])([CH3:54])[CH3:53])=[O:50])=[N+:42]=[N-:43].O=[C:78]1O[C@H]([C@H](CO)O)C([O-])=C1O.[Na+]. (2) The reactants are: [C:1]([C:3]1[CH:27]=[CH:26][C:6]([O:7][C:8]2[CH:9]=[C:10]([CH:14]=[C:15]([O:17][C:18]3[CH:23]=[CH:22][C:21]([C:24]#[N:25])=[CH:20][CH:19]=3)[CH:16]=2)[C:11]([OH:13])=O)=[CH:5][CH:4]=1)#[N:2].[CH2:28]([NH:32][CH2:33][CH:34]([CH3:36])[CH3:35])[CH:29]([CH3:31])[CH3:30]. Given the product [C:1]([C:3]1[CH:27]=[CH:26][C:6]([O:7][C:8]2[CH:9]=[C:10]([CH:14]=[C:15]([O:17][C:18]3[CH:23]=[CH:22][C:21]([C:24]#[N:25])=[CH:20][CH:19]=3)[CH:16]=2)[C:11]([N:32]([CH2:33][CH:34]([CH3:36])[CH3:35])[CH2:28][CH:29]([CH3:31])[CH3:30])=[O:13])=[CH:5][CH:4]=1)#[N:2], predict the reactants needed to synthesize it. (3) Given the product [NH2:1][C:2]1[N:7]2[C:8]3[N:22]=[CH:21][CH:20]=[CH:19][C:9]=3[C:10]([C:11]3[CH:16]=[CH:15][N:14]=[C:13]([S:17]([CH3:18])=[O:26])[N:12]=3)=[C:6]2[CH:5]=[CH:4][N:3]=1, predict the reactants needed to synthesize it. The reactants are: [NH2:1][C:2]1[N:7]2[C:8]3[N:22]=[CH:21][CH:20]=[CH:19][C:9]=3[C:10]([C:11]3[CH:16]=[CH:15][N:14]=[C:13]([S:17][CH3:18])[N:12]=3)=[C:6]2[CH:5]=[CH:4][N:3]=1.C(Cl)Cl.[O-:26]S([O-])(=S)=O.[Na+].[Na+].C([O-])([O-])=O.[Na+].[Na+]. (4) Given the product [OH:8][CH2:9][CH2:10][CH2:11][N:12]1[CH2:18][CH2:17][CH2:16][C@H:15]([NH:19][C:35]([O:34][N:31]2[C:32](=[O:33])[CH2:27][CH2:28][C:29]2=[O:30])=[O:36])[CH2:14][CH2:13]1, predict the reactants needed to synthesize it. The reactants are: FC(F)(F)C([O-])=O.[OH:8][CH2:9][CH2:10][CH2:11][N:12]1[CH2:18][CH2:17][CH2:16][C@H:15]([NH3+:19])[CH2:14][CH2:13]1.C(N(CC)CC)C.[CH2:27]1[C:32](=[O:33])[N:31]([O:34][C:35](ON2C(=O)CCC2=O)=[O:36])[C:29](=[O:30])[CH2:28]1. (5) Given the product [C:1]([O:5][C:6]([NH:8][C:9]1[S:10][C:11]([C:23]2[CH:24]=[CH:25][C:20]([F:19])=[CH:21][CH:22]=2)=[CH:12][C:13]=1[C:14]([O:16][CH3:17])=[O:15])=[O:7])([CH3:4])([CH3:3])[CH3:2], predict the reactants needed to synthesize it. The reactants are: [C:1]([O:5][C:6]([NH:8][C:9]1[S:10][C:11](Br)=[CH:12][C:13]=1[C:14]([O:16][CH3:17])=[O:15])=[O:7])([CH3:4])([CH3:3])[CH3:2].[F:19][C:20]1[CH:25]=[CH:24][C:23](B(O)O)=[CH:22][CH:21]=1.C(=O)([O-])[O-].[Na+].[Na+]. (6) Given the product [O:14]1[C:13]([C:12]([O:16][CH2:17][CH3:18])=[O:15])=[CH:7][N:1]=[CH:2]1, predict the reactants needed to synthesize it. The reactants are: [N:1]12CCCN=[C:7]1CCCC[CH2:2]2.[C:12]([O:16][CH2:17][CH3:18])(=[O:15])[CH:13]=[O:14].S(C[N+]#[C-])(C1C=CC(C)=CC=1)(=O)=O.